Dataset: Reaction yield outcomes from USPTO patents with 853,638 reactions. Task: Predict the reaction yield, written as a fraction of the theoretical maximum amount of product (1.0 means a 100% yield; for example, 0.34 means a 34% yield). The reactants are [C:1]1([C:7]2[C:20]([C:21]3[CH:26]=[CH:25][C:24]([C:27]4([NH:31]C(=O)OC(C)(C)C)[CH2:30][CH2:29][CH2:28]4)=[CH:23][CH:22]=3)=[N:19][C:10]3[CH2:11][CH2:12][C:13]4[CH:14]=[N:15][CH:16]=[N:17][C:18]=4[C:9]=3[CH:8]=2)[CH:6]=[CH:5][CH:4]=[CH:3][CH:2]=1. The catalyst is C(O)(C(F)(F)F)=O. The product is [C:1]1([C:7]2[C:20]([C:21]3[CH:22]=[CH:23][C:24]([C:27]4([NH2:31])[CH2:30][CH2:29][CH2:28]4)=[CH:25][CH:26]=3)=[N:19][C:10]3[CH2:11][CH2:12][C:13]4[CH:14]=[N:15][CH:16]=[N:17][C:18]=4[C:9]=3[CH:8]=2)[CH:6]=[CH:5][CH:4]=[CH:3][CH:2]=1. The yield is 0.700.